From a dataset of Full USPTO retrosynthesis dataset with 1.9M reactions from patents (1976-2016). Predict the reactants needed to synthesize the given product. (1) Given the product [C:21]([C:25]1[CH:29]=[C:28]([NH:30][C:31]([NH:1][C:2]2[CH:19]=[CH:18][C:5]([O:6][C:7]3[C:16]4[N:15]=[CH:14][C:13](=[O:17])[NH:12][C:11]=4[N:10]=[CH:9][CH:8]=3)=[CH:4][C:3]=2[F:20])=[O:32])[N:27]([C:33]2[CH:38]=[CH:37][C:36]([S:39]([CH3:42])(=[O:41])=[O:40])=[CH:35][CH:34]=2)[N:26]=1)([CH3:24])([CH3:22])[CH3:23], predict the reactants needed to synthesize it. The reactants are: [NH2:1][C:2]1[CH:19]=[CH:18][C:5]([O:6][C:7]2[C:16]3[N:15]=[CH:14][C:13](=[O:17])[NH:12][C:11]=3[N:10]=[CH:9][CH:8]=2)=[CH:4][C:3]=1[F:20].[C:21]([C:25]1[CH:29]=[C:28]([N:30]=[C:31]=[O:32])[N:27]([C:33]2[CH:38]=[CH:37][C:36]([S:39]([CH3:42])(=[O:41])=[O:40])=[CH:35][CH:34]=2)[N:26]=1)([CH3:24])([CH3:23])[CH3:22].C(Cl)Cl. (2) Given the product [N:10]([CH2:2][CH:3]1[O:7][C:6]([CH3:9])([CH3:8])[CH2:5][CH2:4]1)=[N+:11]=[N-:12], predict the reactants needed to synthesize it. The reactants are: Br[CH2:2][CH:3]1[O:7][C:6]([CH3:9])([CH3:8])[CH2:5][CH2:4]1.[N-:10]=[N+:11]=[N-:12].[Na+]. (3) Given the product [Br:23][C:24]1[CH:25]=[C:26]([CH2:29][C@@H:9]([C:10]([O:12][C:13]([CH3:16])([CH3:15])[CH3:14])=[O:11])[N:8]=[C:7]([C:17]2[CH:22]=[CH:21][CH:20]=[CH:19][CH:18]=2)[C:1]2[CH:2]=[CH:3][CH:4]=[CH:5][CH:6]=2)[S:27][CH:28]=1, predict the reactants needed to synthesize it. The reactants are: [C:1]1([C:7]([C:17]2[CH:22]=[CH:21][CH:20]=[CH:19][CH:18]=2)=[N:8][CH2:9][C:10]([O:12][C:13]([CH3:16])([CH3:15])[CH3:14])=[O:11])[CH:6]=[CH:5][CH:4]=[CH:3][CH:2]=1.[Br:23][C:24]1[CH:25]=[C:26]([CH2:29]Br)[S:27][CH:28]=1.S([O-])([O-])(=O)=O.C([N+](CCCC)(CCCC)CCCC)CCC.C([N+](CCCC)(CCCC)CCCC)CCC.[OH-].[Na+]. (4) Given the product [CH2:17]([O:16][C:14]([C:13]([OH:12])([CH2:10][C:9]([C:4]1[CH:5]=[CH:6][C:7]([CH3:8])=[C:2]([F:1])[CH:3]=1)=[O:11])[C:19]([O:21][CH2:22][CH3:23])=[O:20])=[O:15])[CH3:18], predict the reactants needed to synthesize it. The reactants are: [F:1][C:2]1[CH:3]=[C:4]([C:9](=[O:11])[CH3:10])[CH:5]=[CH:6][C:7]=1[CH3:8].[O:12]=[C:13]([C:19]([O:21][CH2:22][CH3:23])=[O:20])[C:14]([O:16][CH2:17][CH3:18])=[O:15].